This data is from Aqueous solubility values for 9,982 compounds from the AqSolDB database. The task is: Regression/Classification. Given a drug SMILES string, predict its absorption, distribution, metabolism, or excretion properties. Task type varies by dataset: regression for continuous measurements (e.g., permeability, clearance, half-life) or binary classification for categorical outcomes (e.g., BBB penetration, CYP inhibition). For this dataset (solubility_aqsoldb), we predict Y. (1) The molecule is CC[NH2+]CC.[Br-]. The Y is 0.812 log mol/L. (2) The drug is S=C([S-])NCCNC(=S)[S-].[Na+].[Na+]. The Y is -0.108 log mol/L. (3) The compound is c1ccc(CN(CC2=NCCN2)c2ccccc2)cc1. The Y is -2.60 log mol/L.